From a dataset of Forward reaction prediction with 1.9M reactions from USPTO patents (1976-2016). Predict the product of the given reaction. (1) The product is: [NH2:25][CH2:24][CH2:23][S:22][C:21]1[C:16]2[N:17]([C:13]([C:10]3[CH:9]=[CH:8][C:7]([C:5]([NH:4][CH:1]4[CH2:2][CH2:3]4)=[O:6])=[CH:12][CH:11]=3)=[CH:14][N:15]=2)[CH:18]=[C:19]([C:33]2[CH:34]=[CH:35][CH:36]=[CH:37][CH:38]=2)[N:20]=1. Given the reactants [CH:1]1([NH:4][C:5]([C:7]2[CH:12]=[CH:11][C:10]([C:13]3[N:17]4[CH:18]=[C:19]([C:33]5[CH:38]=[CH:37][CH:36]=[CH:35][CH:34]=5)[N:20]=[C:21]([S:22][CH2:23][CH2:24][NH:25]C(=O)OC(C)(C)C)[C:16]4=[N:15][CH:14]=3)=[CH:9][CH:8]=2)=[O:6])[CH2:3][CH2:2]1.FC(F)(F)C(O)=O, predict the reaction product. (2) Given the reactants [F:1][C:2]1[CH:7]=[CH:6][C:5]([C:8]2[C:18]([C:19]3[CH:24]=[CH:23][N:22]=[CH:21][CH:20]=3)=[C:11]3[CH:12]=[C:13]([CH2:16][OH:17])[CH:14]=[CH:15][N:10]3[N:9]=2)=[CH:4][CH:3]=1.C1(P(C2C=CC=CC=2)C2C=CC=CC=2)C=CC=CC=1.[CH3:44][C:45]1[CH:53]=[CH:52][CH:51]=[CH:50][C:46]=1[C:47](O)=[O:48].N(C(OCC)=O)=NC(OCC)=O, predict the reaction product. The product is: [CH3:44][C:45]1[CH:53]=[CH:52][CH:51]=[CH:50][C:46]=1[C:47]([O:17][CH2:16][C:13]1[CH:14]=[CH:15][N:10]2[N:9]=[C:8]([C:5]3[CH:4]=[CH:3][C:2]([F:1])=[CH:7][CH:6]=3)[C:18]([C:19]3[CH:20]=[CH:21][N:22]=[CH:23][CH:24]=3)=[C:11]2[CH:12]=1)=[O:48]. (3) Given the reactants [CH3:1][O:2][C:3]1[CH:4]=[C:5]([SH:9])[CH:6]=[CH:7][CH:8]=1.Cl[C:11]1[C:20]2[C:15](=[CH:16][CH:17]=[CH:18][CH:19]=2)[CH:14]=[C:13]([NH:21][C:22]2[CH:26]=[C:25]([CH3:27])[NH:24][N:23]=2)[N:12]=1, predict the reaction product. The product is: [CH3:1][O:2][C:3]1[CH:4]=[C:5]([S:9][C:11]2[C:20]3[C:15](=[CH:16][CH:17]=[CH:18][CH:19]=3)[CH:14]=[C:13]([NH:21][C:22]3[CH:26]=[C:25]([CH3:27])[NH:24][N:23]=3)[N:12]=2)[CH:6]=[CH:7][CH:8]=1.